From a dataset of Catalyst prediction with 721,799 reactions and 888 catalyst types from USPTO. Predict which catalyst facilitates the given reaction. (1) Reactant: [C:1]([O:5][C:6]([N:8]1[CH2:13][CH2:12][N:11]([C:14]2[C:19]([CH3:20])=[CH:18][C:17]([CH:21]=[CH2:22])=[CH:16][N:15]=2)[CH2:10][CH2:9]1)=[O:7])([CH3:4])([CH3:3])[CH3:2]. Product: [C:1]([O:5][C:6]([N:8]1[CH2:13][CH2:12][N:11]([C:14]2[C:19]([CH3:20])=[CH:18][C:17]([CH2:21][CH3:22])=[CH:16][N:15]=2)[CH2:10][CH2:9]1)=[O:7])([CH3:4])([CH3:3])[CH3:2]. The catalyst class is: 8. (2) Reactant: C[O:2][C:3](=[O:22])[CH:4]([NH:8][C:9](=[O:21])[CH:10]([N:12]([C:14]([O:16][C:17]([CH3:20])([CH3:19])[CH3:18])=O)[CH3:13])[CH3:11])[CH:5]([CH3:7])[CH3:6].CO.[Li+].[OH-].Cl. Product: [C:17]([O:16][CH2:14][N:12]([CH3:13])[CH:10]([CH3:11])[C:9]([NH:8][CH:4]([CH:5]([CH3:6])[CH3:7])[C:3]([OH:22])=[O:2])=[O:21])([CH3:20])([CH3:19])[CH3:18]. The catalyst class is: 30. (3) Reactant: [C:1]1([CH2:7][CH2:8][N:9]([CH2:21][C:22]2[CH:27]=[CH:26][C:25]([CH2:28][OH:29])=[CH:24][CH:23]=2)[C:10]2[S:11][CH:12]=[C:13]([C:15]3[CH:20]=[CH:19][CH:18]=[CH:17][CH:16]=3)[N:14]=2)[CH:6]=[CH:5][CH:4]=[CH:3][CH:2]=1.[F:30][CH:31]([CH2:37][C:38]1[CH:43]=[CH:42][C:41](O)=[CH:40][CH:39]=1)[C:32]([O:34][CH2:35][CH3:36])=[O:33].C(P(CCCC)CCCC)CCC.N(C(N1CCCCC1)=O)=NC(N1CCCCC1)=O. Product: [F:30][CH:31]([CH2:37][C:38]1[CH:43]=[CH:42][C:41]([O:29][CH2:28][C:25]2[CH:24]=[CH:23][C:22]([CH2:21][N:9]([CH2:8][CH2:7][C:1]3[CH:6]=[CH:5][CH:4]=[CH:3][CH:2]=3)[C:10]3[S:11][CH:12]=[C:13]([C:15]4[CH:20]=[CH:19][CH:18]=[CH:17][CH:16]=4)[N:14]=3)=[CH:27][CH:26]=2)=[CH:40][CH:39]=1)[C:32]([O:34][CH2:35][CH3:36])=[O:33]. The catalyst class is: 7. (4) Reactant: [NH2:1][CH:2]([CH2:5][OH:6])[CH2:3][OH:4].C(N(CC)CC)C.[Cl:14][CH2:15][C:16](Cl)=[O:17]. Product: [Cl:14][CH2:15][C:16]([NH:1][CH:2]([CH2:5][OH:6])[CH2:3][OH:4])=[O:17]. The catalyst class is: 382. (5) Reactant: [NH2:1][C:2]1[CH:3]=[C:4]([OH:9])[CH:5]=[CH:6][C:7]=1[CH3:8].[CH3:10][N:11]1[C:15]([C:16](Cl)=[O:17])=[CH:14][C:13]([CH3:19])=[N:12]1.C(OCC)(=O)C.O1CCCC1.C(=O)([O-])O.[Na+]. Product: [OH:9][C:4]1[CH:5]=[CH:6][C:7]([CH3:8])=[C:2]([NH:1][C:16]([C:15]2[N:11]([CH3:10])[N:12]=[C:13]([CH3:19])[CH:14]=2)=[O:17])[CH:3]=1. The catalyst class is: 80. (6) Reactant: [NH2:1][C:2]1[CH:7]=[C:6]([Cl:8])[CH:5]=[CH:4][C:3]=1[NH:9][C:10](=O)[CH2:11][C:12]([OH:18])([CH3:17])[C:13]([F:16])([F:15])[F:14].B.C1COCC1. Product: [NH2:1][C:2]1[CH:7]=[C:6]([Cl:8])[CH:5]=[CH:4][C:3]=1[NH:9][CH2:10][CH2:11][C:12]([CH3:17])([OH:18])[C:13]([F:16])([F:14])[F:15]. The catalyst class is: 1. (7) Reactant: [NH2:1][CH2:2][C:3]1([OH:26])[CH2:6][N:5]([C:7]([C:9]2[CH:14]=[CH:13][C:12]([F:15])=[C:11]([F:16])[C:10]=2[NH:17][C:18]2[CH:23]=[CH:22][C:21]([I:24])=[CH:20][C:19]=2[F:25])=[O:8])[CH2:4]1.[CH3:27][S:28][C:29](SC)=[CH:30][N+:31]([O-:33])=[O:32]. Product: [F:16][C:11]1[C:10]([NH:17][C:18]2[CH:23]=[CH:22][C:21]([I:24])=[CH:20][C:19]=2[F:25])=[C:9]([C:7]([N:5]2[CH2:6][C:3]([CH2:2][NH:1]/[C:29](/[S:28][CH3:27])=[CH:30]/[N+:31]([O-:33])=[O:32])([OH:26])[CH2:4]2)=[O:8])[CH:14]=[CH:13][C:12]=1[F:15]. The catalyst class is: 8. (8) Reactant: [F:1][C:2]([F:22])([F:21])[S:3]([NH:6][C:7]1[CH:12]=[C:11]([N+:13]([O-])=O)[CH:10]=[C:9]([C:16]2[CH:20]=[CH:19][O:18][CH:17]=2)[CH:8]=1)(=[O:5])=[O:4].[H][H].[CH3:25][O:26][C:27]1[N:32]=[C:31]([O:33][CH3:34])[C:30]([C:35]2[CH:44]=[C:43]3[C:38]([C:39](Cl)=[C:40]([C:45]([NH2:47])=[O:46])[CH:41]=[N:42]3)=[CH:37][CH:36]=2)=[CH:29][N:28]=1. Product: [CH3:25][O:26][C:27]1[N:32]=[C:31]([O:33][CH3:34])[C:30]([C:35]2[CH:44]=[C:43]3[C:38]([C:39]([NH:13][C:11]4[CH:12]=[C:7]([NH:6][S:3]([C:2]([F:22])([F:21])[F:1])(=[O:5])=[O:4])[CH:8]=[C:9]([CH:16]5[CH2:20][CH2:19][O:18][CH2:17]5)[CH:10]=4)=[C:40]([C:45]([NH2:47])=[O:46])[CH:41]=[N:42]3)=[CH:37][CH:36]=2)=[CH:29][N:28]=1. The catalyst class is: 285.